This data is from Catalyst prediction with 721,799 reactions and 888 catalyst types from USPTO. The task is: Predict which catalyst facilitates the given reaction. Reactant: [Mg].Br[C:3]1[CH:8]=[C:7]([F:9])[CH:6]=[C:5]([F:10])[CH:4]=1.[O:11]1[C:15]2([CH2:20][CH2:19][C:18](=[O:21])[CH2:17][CH2:16]2)[O:14][CH2:13][CH2:12]1.[Cl-].[NH4+]. Product: [F:10][C:5]1[CH:4]=[C:3]([C:18]2([OH:21])[CH2:19][CH2:20][C:15]3([O:14][CH2:13][CH2:12][O:11]3)[CH2:16][CH2:17]2)[CH:8]=[C:7]([F:9])[CH:6]=1. The catalyst class is: 1.